This data is from Experimentally validated miRNA-target interactions with 360,000+ pairs, plus equal number of negative samples. The task is: Binary Classification. Given a miRNA mature sequence and a target amino acid sequence, predict their likelihood of interaction. The miRNA is hsa-miR-5088-5p with sequence CAGGGCUCAGGGAUUGGAUGGAGG. The protein sequence of the target gene is MARSRSRSPRWKHRSLSPVPRNAEHYKQRHSHGHYGCEYRKDPKRPVAWRMDSEKHGQSKPRIPSRGNIYYQSYEHRSPSPNIRNSLENVYMYKPHRGYSPGRGDSNRRAQYMPKYSEGIPYKEHERNSYPQKVQGGHSPDDHRVRGSGKGGKPPQRSIADSFRFEGKWHEDELRHQRIQEEKYSQSTRRGSEDFETRSSFQKRYPEDRDFRKYGHTSKRPKDVERYESREPARNPKWKPEHSLPPYQEDTDQWNLGPQTYRHAEREHPETSSATKVSYDYRHKRPKLLDGDQDFSDGRT.... Result: 0 (no interaction).